This data is from Full USPTO retrosynthesis dataset with 1.9M reactions from patents (1976-2016). The task is: Predict the reactants needed to synthesize the given product. (1) The reactants are: C[O:2][C:3]([C:5]1[CH:27]=[CH:26][C:8]2[O:9][C:10]([CH3:25])=[C:11]([CH2:12][C:13]3[CH:18]=[CH:17][C:16]([C:19]4[CH:24]=[CH:23][CH:22]=[CH:21][CH:20]=4)=[CH:15][CH:14]=3)[C:7]=2[CH:6]=1)=[O:4].[OH-].[Na+].CO. Given the product [C:3]([C:5]1[CH:27]=[CH:26][C:8]2[O:9][C:10]([CH3:25])=[C:11]([CH2:12][C:13]3[CH:18]=[CH:17][C:16]([C:19]4[CH:24]=[CH:23][CH:22]=[CH:21][CH:20]=4)=[CH:15][CH:14]=3)[C:7]=2[CH:6]=1)([OH:4])=[O:2], predict the reactants needed to synthesize it. (2) The reactants are: Cl[C:2]1[N:7]=[CH:6][C:5]([C:8]([F:11])([F:10])[F:9])=[C:4]([Cl:12])[N:3]=1.CCOCC.[CH2:18]([O:20][P:21]([CH2:26][C:27]1[CH:32]=[CH:31][C:30]([NH2:33])=[C:29]([F:34])[CH:28]=1)(=[O:25])[O:22][CH2:23][CH3:24])[CH3:19].C(N(C(C)C)CC)(C)C. Given the product [Cl:12][C:4]1[C:5]([C:8]([F:11])([F:10])[F:9])=[CH:6][N:7]=[C:2]([NH:33][C:30]2[CH:31]=[CH:32][C:27]([CH2:26][P:21](=[O:25])([O:20][CH2:18][CH3:19])[O:22][CH2:23][CH3:24])=[CH:28][C:29]=2[F:34])[N:3]=1, predict the reactants needed to synthesize it. (3) Given the product [C:37]([NH:1][C:2]1[S:3][C:4]([C:7]([NH:9][C@H:10]([C:12]2[N:13]([C:24]3[CH:25]=[CH:26][CH:27]=[CH:28][CH:29]=3)[C:14](=[O:23])[C:15]3[C:20]([CH:21]=2)=[CH:19][CH:18]=[CH:17][C:16]=3[Cl:22])[CH3:11])=[O:8])=[CH:5][N:6]=1)(=[O:39])[CH3:38], predict the reactants needed to synthesize it. The reactants are: [NH2:1][C:2]1[S:3][C:4]([C:7]([NH:9][C@H:10]([C:12]2[N:13]([C:24]3[CH:29]=[CH:28][CH:27]=[CH:26][CH:25]=3)[C:14](=[O:23])[C:15]3[C:20]([CH:21]=2)=[CH:19][CH:18]=[CH:17][C:16]=3[Cl:22])[CH3:11])=[O:8])=[CH:5][N:6]=1.C(N(CC)CC)C.[C:37](Cl)(=[O:39])[CH3:38]. (4) Given the product [CH3:49][N:50]([CH3:58])[C@@H:51]([CH:52]([CH3:54])[CH3:53])[C:55]([NH:1][C@@H:2]([C:45]([CH3:48])([CH3:47])[CH3:46])[C:3]([N:5]([C@H:7](/[CH:11]=[C:12](\[CH3:44])/[C:13]([N:15]1[CH2:19][CH2:18][CH2:17][C@H:16]1[C@H:20]([O:42][CH3:43])[C@@H:21]([CH3:41])[C:22](=[O:40])[NH:23][S:24]([C:27]1[CH:32]=[CH:31][C:30]([NH:33][C:34](=[O:39])[C:35]([F:38])([F:37])[F:36])=[CH:29][CH:28]=1)(=[O:26])=[O:25])=[O:14])[CH:8]([CH3:9])[CH3:10])[CH3:6])=[O:4])=[O:56], predict the reactants needed to synthesize it. The reactants are: [NH2:1][C@@H:2]([C:45]([CH3:48])([CH3:47])[CH3:46])[C:3]([N:5]([C@H:7](/[CH:11]=[C:12](\[CH3:44])/[C:13]([N:15]1[CH2:19][CH2:18][CH2:17][C@H:16]1[C@H:20]([O:42][CH3:43])[C@@H:21]([CH3:41])[C:22](=[O:40])[NH:23][S:24]([C:27]1[CH:32]=[CH:31][C:30]([NH:33][C:34](=[O:39])[C:35]([F:38])([F:37])[F:36])=[CH:29][CH:28]=1)(=[O:26])=[O:25])=[O:14])[CH:8]([CH3:10])[CH3:9])[CH3:6])=[O:4].[CH3:49][N:50]([CH3:58])[C@H:51]([C:55](O)=[O:56])[CH:52]([CH3:54])[CH3:53]. (5) The reactants are: Cl[C:2]1[CH:11]=[N:10][C:9]2[C:4](=[C:5]3[CH:19]=[CH:18][CH:17]=[CH:16][C:6]3=[C:7]3[CH:15]=[CH:14][CH:13]=[CH:12][C:8]3=2)[N:3]=1.[CH:20]1[C:32]2[N:31]([C:33]3[CH:34]=[C:35](B(O)O)[CH:36]=[C:37]([N:39]4[C:51]5[CH:50]=[CH:49][CH:48]=[CH:47][C:46]=5[C:45]5[C:40]4=[CH:41][CH:42]=[CH:43][CH:44]=5)[CH:38]=3)[C:30]3[C:25](=[CH:26][CH:27]=[CH:28][CH:29]=3)[C:24]=2[CH:23]=[CH:22][CH:21]=1.C(O)C.C(=O)([O-])[O-].[K+].[K+]. Given the product [CH:20]1[C:32]2[N:31]([C:33]3[CH:34]=[C:35]([C:2]4[CH:11]=[N:10][C:9]5[C:4](=[C:5]6[CH:19]=[CH:18][CH:17]=[CH:16][C:6]6=[C:7]6[CH:15]=[CH:14][CH:13]=[CH:12][C:8]6=5)[N:3]=4)[CH:36]=[C:37]([N:39]4[C:40]5[CH:41]=[CH:42][CH:43]=[CH:44][C:45]=5[C:46]5[C:51]4=[CH:50][CH:49]=[CH:48][CH:47]=5)[CH:38]=3)[C:30]3[C:25](=[CH:26][CH:27]=[CH:28][CH:29]=3)[C:24]=2[CH:23]=[CH:22][CH:21]=1, predict the reactants needed to synthesize it.